This data is from NCI-60 drug combinations with 297,098 pairs across 59 cell lines. The task is: Regression. Given two drug SMILES strings and cell line genomic features, predict the synergy score measuring deviation from expected non-interaction effect. (1) Drug 1: C1=C(C(=O)NC(=O)N1)N(CCCl)CCCl. Drug 2: CN(C)C1=NC(=NC(=N1)N(C)C)N(C)C. Cell line: HOP-92. Synergy scores: CSS=33.6, Synergy_ZIP=-5.47, Synergy_Bliss=1.32, Synergy_Loewe=-18.2, Synergy_HSA=0.724. (2) Drug 1: C1CCC(C1)C(CC#N)N2C=C(C=N2)C3=C4C=CNC4=NC=N3. Drug 2: CNC(=O)C1=NC=CC(=C1)OC2=CC=C(C=C2)NC(=O)NC3=CC(=C(C=C3)Cl)C(F)(F)F. Cell line: HCC-2998. Synergy scores: CSS=-2.52, Synergy_ZIP=-6.58, Synergy_Bliss=-7.18, Synergy_Loewe=-28.6, Synergy_HSA=-14.3. (3) Drug 1: CCCS(=O)(=O)NC1=C(C(=C(C=C1)F)C(=O)C2=CNC3=C2C=C(C=N3)C4=CC=C(C=C4)Cl)F. Drug 2: CN(C)N=NC1=C(NC=N1)C(=O)N. Cell line: SNB-19. Synergy scores: CSS=-6.64, Synergy_ZIP=2.40, Synergy_Bliss=-2.79, Synergy_Loewe=-7.09, Synergy_HSA=-6.47. (4) Drug 1: CC=C1C(=O)NC(C(=O)OC2CC(=O)NC(C(=O)NC(CSSCCC=C2)C(=O)N1)C(C)C)C(C)C. Drug 2: CS(=O)(=O)CCNCC1=CC=C(O1)C2=CC3=C(C=C2)N=CN=C3NC4=CC(=C(C=C4)OCC5=CC(=CC=C5)F)Cl. Cell line: HOP-92. Synergy scores: CSS=64.5, Synergy_ZIP=-4.88, Synergy_Bliss=-7.93, Synergy_Loewe=-7.37, Synergy_HSA=-4.50. (5) Drug 1: C1=CC(=CC=C1C#N)C(C2=CC=C(C=C2)C#N)N3C=NC=N3. Drug 2: CN1C2=C(C=C(C=C2)N(CCCl)CCCl)N=C1CCCC(=O)O.Cl. Cell line: MALME-3M. Synergy scores: CSS=3.29, Synergy_ZIP=1.80, Synergy_Bliss=3.03, Synergy_Loewe=3.88, Synergy_HSA=2.16. (6) Drug 1: CC1OCC2C(O1)C(C(C(O2)OC3C4COC(=O)C4C(C5=CC6=C(C=C35)OCO6)C7=CC(=C(C(=C7)OC)O)OC)O)O. Drug 2: C(=O)(N)NO. Cell line: SK-MEL-2. Synergy scores: CSS=23.6, Synergy_ZIP=-3.13, Synergy_Bliss=1.78, Synergy_Loewe=-33.5, Synergy_HSA=-0.718. (7) Drug 1: CC(C1=C(C=CC(=C1Cl)F)Cl)OC2=C(N=CC(=C2)C3=CN(N=C3)C4CCNCC4)N. Drug 2: C1=CC(=C2C(=C1NCCNCCO)C(=O)C3=C(C=CC(=C3C2=O)O)O)NCCNCCO. Cell line: OVCAR-4. Synergy scores: CSS=30.0, Synergy_ZIP=5.34, Synergy_Bliss=7.62, Synergy_Loewe=-6.84, Synergy_HSA=7.06. (8) Drug 1: CC1=C2C(C(=O)C3(C(CC4C(C3C(C(C2(C)C)(CC1OC(=O)C(C(C5=CC=CC=C5)NC(=O)OC(C)(C)C)O)O)OC(=O)C6=CC=CC=C6)(CO4)OC(=O)C)O)C)O. Cell line: IGROV1. Synergy scores: CSS=6.32, Synergy_ZIP=-2.98, Synergy_Bliss=-1.89, Synergy_Loewe=-7.27, Synergy_HSA=-1.27. Drug 2: C(CCl)NC(=O)N(CCCl)N=O. (9) Drug 1: C1=CC(=CC=C1CCCC(=O)O)N(CCCl)CCCl. Drug 2: CC1=C(C=C(C=C1)NC(=O)C2=CC=C(C=C2)CN3CCN(CC3)C)NC4=NC=CC(=N4)C5=CN=CC=C5. Cell line: NCI-H226. Synergy scores: CSS=10.8, Synergy_ZIP=-1.14, Synergy_Bliss=5.96, Synergy_Loewe=3.36, Synergy_HSA=4.61. (10) Drug 1: CN(C)C1=NC(=NC(=N1)N(C)C)N(C)C. Drug 2: CC(C1=C(C=CC(=C1Cl)F)Cl)OC2=C(N=CC(=C2)C3=CN(N=C3)C4CCNCC4)N. Cell line: MALME-3M. Synergy scores: CSS=-1.45, Synergy_ZIP=1.02, Synergy_Bliss=6.43, Synergy_Loewe=-5.71, Synergy_HSA=0.573.